This data is from NCI-60 drug combinations with 297,098 pairs across 59 cell lines. The task is: Regression. Given two drug SMILES strings and cell line genomic features, predict the synergy score measuring deviation from expected non-interaction effect. (1) Drug 1: CC1=CC=C(C=C1)C2=CC(=NN2C3=CC=C(C=C3)S(=O)(=O)N)C(F)(F)F. Drug 2: CCN(CC)CCCC(C)NC1=C2C=C(C=CC2=NC3=C1C=CC(=C3)Cl)OC. Cell line: OVCAR3. Synergy scores: CSS=21.2, Synergy_ZIP=-3.96, Synergy_Bliss=1.09, Synergy_Loewe=-1.21, Synergy_HSA=2.10. (2) Cell line: SF-268. Drug 1: CC1C(C(CC(O1)OC2CC(OC(C2O)C)OC3=CC4=CC5=C(C(=O)C(C(C5)C(C(=O)C(C(C)O)O)OC)OC6CC(C(C(O6)C)O)OC7CC(C(C(O7)C)O)OC8CC(C(C(O8)C)O)(C)O)C(=C4C(=C3C)O)O)O)O. Synergy scores: CSS=60.6, Synergy_ZIP=2.87, Synergy_Bliss=3.20, Synergy_Loewe=3.48, Synergy_HSA=5.00. Drug 2: CC1CCCC2(C(O2)CC(NC(=O)CC(C(C(=O)C(C1O)C)(C)C)O)C(=CC3=CSC(=N3)C)C)C. (3) Drug 1: C1CCC(CC1)NC(=O)N(CCCl)N=O. Drug 2: C1C(C(OC1N2C=NC3=C2NC=NCC3O)CO)O. Cell line: SF-268. Synergy scores: CSS=20.4, Synergy_ZIP=1.80, Synergy_Bliss=-0.637, Synergy_Loewe=-13.1, Synergy_HSA=-1.33. (4) Drug 1: CC1=C(C(CCC1)(C)C)C=CC(=CC=CC(=CC(=O)O)C)C. Drug 2: C1CC(C1)(C(=O)O)C(=O)O.[NH2-].[NH2-].[Pt+2]. Cell line: HOP-92. Synergy scores: CSS=16.1, Synergy_ZIP=-4.77, Synergy_Bliss=-0.101, Synergy_Loewe=1.01, Synergy_HSA=1.81. (5) Drug 1: C1=NNC2=C1C(=O)NC=N2. Drug 2: C1C(C(OC1N2C=NC3=C2NC=NCC3O)CO)O. Cell line: HCT-15. Synergy scores: CSS=1.38, Synergy_ZIP=2.69, Synergy_Bliss=-0.203, Synergy_Loewe=-7.64, Synergy_HSA=-7.24.